Dataset: Reaction yield outcomes from USPTO patents with 853,638 reactions. Task: Predict the reaction yield, written as a fraction of the theoretical maximum amount of product (1.0 means a 100% yield; for example, 0.34 means a 34% yield). (1) The reactants are Cl[C:2]1[CH:11]=[C:10]2[C:5]([CH:6]=[C:7]([NH:12][C:13]([C@@H:15]3[CH2:17][C@@H:16]3[F:18])=[O:14])[N:8]=[CH:9]2)=[CH:4][N:3]=1.[CH3:19][C:20]1[C:25](B2OC(C)(C)C(C)(C)O2)=[CH:24][N:23]=[C:22]([C:35]([O:37][CH3:38])=[O:36])[CH:21]=1.C(=O)([O-])[O-].[Na+].[Na+]. The catalyst is C(#N)C.C(OCC)(=O)C.CC(P(C(C)(C)C)C1C=CC(N(C)C)=CC=1)(C)C.CC(P(C(C)(C)C)C1C=CC(N(C)C)=CC=1)(C)C.Cl[Pd]Cl. The product is [F:18][C@H:16]1[CH2:17][C@H:15]1[C:13]([NH:12][C:7]1[CH:6]=[C:5]2[C:10]([CH:11]=[C:2]([C:25]3[C:20]([CH3:19])=[CH:21][C:22]([C:35]([O:37][CH3:38])=[O:36])=[N:23][CH:24]=3)[N:3]=[CH:4]2)=[CH:9][N:8]=1)=[O:14]. The yield is 0.520. (2) The reactants are C(C1C=C(NC2N=C(NC3C=CC=C(C(O)=O)C=3)C(F)=CN=2)C=CC=1)(O)=O.[OH:28][C:29]1[CH:30]=[C:31]([NH:39][C:40]2[N:45]=[C:44]([NH:46][C:47]3[CH:52]=[CH:51][C:50]([C:53]([O:55]C)=[O:54])=[C:49]([OH:57])[CH:48]=3)[C:43]([F:58])=[CH:42][N:41]=2)[CH:32]=[CH:33][C:34]=1[C:35]([O:37]C)=[O:36].[OH-].[Na+]. No catalyst specified. The product is [OH:28][C:29]1[CH:30]=[C:31]([NH:39][C:40]2[N:45]=[C:44]([NH:46][C:47]3[CH:52]=[CH:51][C:50]([C:53]([OH:55])=[O:54])=[C:49]([OH:57])[CH:48]=3)[C:43]([F:58])=[CH:42][N:41]=2)[CH:32]=[CH:33][C:34]=1[C:35]([OH:37])=[O:36]. The yield is 0.770.